Dataset: Kir2.1 potassium channel HTS with 301,493 compounds. Task: Binary Classification. Given a drug SMILES string, predict its activity (active/inactive) in a high-throughput screening assay against a specified biological target. (1) The molecule is S(=O)(=O)(N1CCCC1)c1cc(ccc1)C(=O)Nc1ccc(N2CCOCC2)cc1. The result is 0 (inactive). (2) The drug is [O-][N+](=O)c1c2c(nccc2)c(N2CCNCC2)cc1. The result is 0 (inactive). (3) The molecule is O=C(NCCc1ccccc1)c1c([N+]([O-])=O)cccc1. The result is 0 (inactive). (4) The result is 0 (inactive). The molecule is FC(F)(F)c1cc(N2CC34OC(C(C3C2=O)C(O)=O)C=C4)ccc1.